Dataset: Reaction yield outcomes from USPTO patents with 853,638 reactions. Task: Predict the reaction yield, written as a fraction of the theoretical maximum amount of product (1.0 means a 100% yield; for example, 0.34 means a 34% yield). (1) The reactants are [C:1]([CH2:4][C:5]1[CH:13]=[C:12]([Cl:14])[CH:11]=[CH:10][C:6]=1[C:7](O)=[O:8])(O)=[O:2].[NH2:15]C(N)=O. No catalyst specified. The product is [Cl:14][C:12]1[CH:13]=[C:5]2[C:6](=[CH:10][CH:11]=1)[C:7](=[O:8])[NH:15][C:1](=[O:2])[CH2:4]2. The yield is 0.340. (2) The reactants are [Cl:1][C:2]1[C:10]2[N:9]=[C:8]3[N:11]([C:15]4[CH:20]=[CH:19][C:18]([Cl:21])=[CH:17][C:16]=4[Cl:22])[CH2:12][CH2:13][CH2:14][N:7]3[C:6]=2[C:5]([CH:23]([OH:28])[C:24]([F:27])([F:26])[F:25])=[CH:4][CH:3]=1.[H-].[Na+].I[CH2:32][CH3:33]. The catalyst is O1CCCC1.C(OCC)(=O)C. The product is [Cl:1][C:2]1[C:10]2[N:9]=[C:8]3[N:11]([C:15]4[CH:20]=[CH:19][C:18]([Cl:21])=[CH:17][C:16]=4[Cl:22])[CH2:12][CH2:13][CH2:14][N:7]3[C:6]=2[C:5]([CH:23]([O:28][CH2:32][CH3:33])[C:24]([F:25])([F:26])[F:27])=[CH:4][CH:3]=1. The yield is 0.810. (3) The reactants are [Cl:1][C:2]1[CH:23]=[C:22](OS(C(F)(F)F)(=O)=O)[C:5]2[O:6][C@@H:7]([CH2:10][O:11][S:12]([C:15]3[CH:20]=[CH:19][C:18]([CH3:21])=[CH:17][CH:16]=3)(=[O:14])=[O:13])[CH2:8][O:9][C:4]=2[CH:3]=1.[Cl:32][C:33]1[CH:38]=[CH:37][C:36](B(O)O)=[C:35]([CH3:42])[CH:34]=1. No catalyst specified. The product is [Cl:32][C:33]1[CH:38]=[CH:37][C:36]([C:22]2[C:5]3[O:6][C@@H:7]([CH2:10][O:11][S:12]([C:15]4[CH:16]=[CH:17][C:18]([CH3:21])=[CH:19][CH:20]=4)(=[O:13])=[O:14])[CH2:8][O:9][C:4]=3[CH:3]=[C:2]([Cl:1])[CH:23]=2)=[C:35]([CH3:42])[CH:34]=1. The yield is 0.830. (4) The reactants are [CH2:1]([I:3])[CH3:2].[CH3:4][O:5][C:6]1[CH:7]=[C:8]2[C:13](=[C:14]([O:16][CH3:17])[CH:15]=1)[CH:12]=[N:11][CH2:10][CH2:9]2. The catalyst is C(#N)C. The product is [I-:3].[CH2:10]([N+:11]1[CH2:2][CH2:1][C:8]2[C:13](=[C:14]([O:16][CH3:17])[CH:15]=[C:6]([O:5][CH3:4])[CH:7]=2)[CH:12]=1)[CH3:9]. The yield is 0.950. (5) The reactants are [C:1]([N:20]1[C:24]([C:25](OC)=[O:26])=[C:23]([C:29](OC)=[O:30])[C:22]([C:33](OC)=[O:34])=[N:21]1)([C:14]1[CH:19]=[CH:18][CH:17]=[CH:16][CH:15]=1)([C:8]1[CH:13]=[CH:12][CH:11]=[CH:10][CH:9]=1)[C:2]1[CH:7]=[CH:6][CH:5]=[CH:4][CH:3]=1.[H-].[H-].[H-].[H-].[Li+].[Al+3]. The catalyst is C1COCC1.CCOCC. The product is [C:1]([N:20]1[C:24]([CH2:25][OH:26])=[C:23]([CH2:29][OH:30])[C:22]([CH2:33][OH:34])=[N:21]1)([C:14]1[CH:19]=[CH:18][CH:17]=[CH:16][CH:15]=1)([C:2]1[CH:3]=[CH:4][CH:5]=[CH:6][CH:7]=1)[C:8]1[CH:13]=[CH:12][CH:11]=[CH:10][CH:9]=1. The yield is 0.730. (6) The reactants are C[Al](C)C.[CH:5]1([CH2:8][NH2:9])[CH2:7][CH2:6]1.C[O:11][C:12](=O)[C:13]1[CH:18]=[CH:17][C:16]([O:19][CH2:20][C:21]2[C:22]([C:27]3[CH:32]=[CH:31][CH:30]=[C:29]([F:33])[CH:28]=3)=[N:23][O:24][C:25]=2[CH3:26])=[N:15][CH:14]=1.O. The catalyst is O1CCOCC1. The product is [CH:5]1([CH2:8][NH:9][C:12](=[O:11])[C:13]2[CH:18]=[CH:17][C:16]([O:19][CH2:20][C:21]3[C:22]([C:27]4[CH:32]=[CH:31][CH:30]=[C:29]([F:33])[CH:28]=4)=[N:23][O:24][C:25]=3[CH3:26])=[N:15][CH:14]=2)[CH2:7][CH2:6]1. The yield is 0.680. (7) The reactants are [C:1]([Si:5]([CH3:13])([CH3:12])[O:6][C@@H:7]([CH3:11])[C:8]([OH:10])=[O:9])([CH3:4])([CH3:3])[CH3:2].Br[CH2:15][C:16]([O:18][CH2:19][C:20]1[CH:25]=[CH:24][CH:23]=[CH:22][CH:21]=1)=[O:17].C([O-])([O-])=O.[Cs+].[Cs+]. The catalyst is CC#N. The product is [CH2:19]([O:18][C:16]([CH2:15][O:9][C:8](=[O:10])[C@@H:7]([O:6][Si:5]([C:1]([CH3:3])([CH3:4])[CH3:2])([CH3:13])[CH3:12])[CH3:11])=[O:17])[C:20]1[CH:25]=[CH:24][CH:23]=[CH:22][CH:21]=1. The yield is 0.480. (8) The reactants are Cl[C:2]1[CH:7]=[C:6]([O:8][C:9]2[CH:10]=[CH:11][C:12]([NH2:16])=[N:13][C:14]=2[CH3:15])[CH:5]=[CH:4][N:3]=1.[CH3:17][C:18]1[CH:23]=[CH:22][C:21](B2OC(C)(C)C(C)(C)O2)=[CH:20][N:19]=1.C([O-])([O-])=O.[K+].[K+].O. The catalyst is O1CCOCC1.CCOC(C)=O.C1C=CC([P]([Pd]([P](C2C=CC=CC=2)(C2C=CC=CC=2)C2C=CC=CC=2)([P](C2C=CC=CC=2)(C2C=CC=CC=2)C2C=CC=CC=2)[P](C2C=CC=CC=2)(C2C=CC=CC=2)C2C=CC=CC=2)(C2C=CC=CC=2)C2C=CC=CC=2)=CC=1. The product is [CH3:15][C:14]1[N:13]=[C:12]([NH2:16])[CH:11]=[CH:10][C:9]=1[O:8][C:6]1[CH:5]=[CH:4][N:3]=[C:2]([C:21]2[CH:20]=[N:19][C:18]([CH3:17])=[CH:23][CH:22]=2)[CH:7]=1. The yield is 0.890.